This data is from Catalyst prediction with 721,799 reactions and 888 catalyst types from USPTO. The task is: Predict which catalyst facilitates the given reaction. (1) Reactant: [NH2:1][CH2:2][CH:3]([OH:5])[CH3:4].[Cl:6][C:7]1[CH:12]=[CH:11][C:10]([CH2:13][CH2:14]Cl)=[CH:9][CH:8]=1.ClC1C=CC=CC=1. Product: [Cl:6][C:7]1[CH:12]=[CH:11][C:10]([CH2:13][CH2:14][NH:1][CH2:2][CH:3]([OH:5])[CH3:4])=[CH:9][CH:8]=1. The catalyst class is: 6. (2) Reactant: [CH2:1]([NH:4][C:5]1[C:14]2[C:9](=[CH:10][CH:11]=[C:12]([N+:15]([O-:17])=[O:16])[CH:13]=2)[N:8]=[C:7](Cl)[N:6]=1)[CH:2]=[CH2:3].[CH2:19]([NH2:22])[CH2:20][CH3:21]. Product: [CH2:1]([NH:4][C:5]1[C:14]2[C:9](=[CH:10][CH:11]=[C:12]([N+:15]([O-:17])=[O:16])[CH:13]=2)[N:8]=[C:7]([NH:22][CH2:19][CH2:20][CH3:21])[N:6]=1)[CH:2]=[CH2:3]. The catalyst class is: 6. (3) Reactant: [Br:1][C:2]1[CH:3]=[C:4]([CH:16]=[CH:17][CH:18]=1)[CH2:5][N:6]1[C:10]([CH3:11])=[N:9][C:8]([C:12]([NH:14][NH2:15])=[O:13])=[N:7]1.[C:19]([C:23]1[CH:31]=[CH:30][C:26]([C:27](O)=O)=[CH:25][CH:24]=1)([CH3:22])([CH3:21])[CH3:20]. Product: [Br:1][C:2]1[CH:3]=[C:4]([CH:16]=[CH:17][CH:18]=1)[CH2:5][N:6]1[C:10]([CH3:11])=[N:9][C:8]([C:12]2[O:13][C:27]([C:26]3[CH:30]=[CH:31][C:23]([C:19]([CH3:22])([CH3:21])[CH3:20])=[CH:24][CH:25]=3)=[N:15][N:14]=2)=[N:7]1. The catalyst class is: 265. (4) Reactant: C[O:2][C:3]1[N:4]=[N:5][C:6]([C:31]2[CH:36]=[CH:35][N:34]=[CH:33][CH:32]=2)=[CH:7][C:8]=1[C:9]1[NH:10][C:11]2[C:16]([C:17]=1[C:18]1[CH:23]=[CH:22][CH:21]=[CH:20][CH:19]=1)=[CH:15][CH:14]=[C:13]([CH2:24][N:25]1[CH2:30][CH2:29][CH2:28][CH2:27][CH2:26]1)[CH:12]=2.[OH-].[Na+]. Product: [C:18]1([C:17]2[C:16]3[C:11](=[CH:12][C:13]([CH2:24][N:25]4[CH2:30][CH2:29][CH2:28][CH2:27][CH2:26]4)=[CH:14][CH:15]=3)[NH:10][C:9]=2[C:8]2[C:3](=[O:2])[NH:4][N:5]=[C:6]([C:31]3[CH:36]=[CH:35][N:34]=[CH:33][CH:32]=3)[CH:7]=2)[CH:23]=[CH:22][CH:21]=[CH:20][CH:19]=1. The catalyst class is: 8. (5) Reactant: [F:1][C:2]1[CH:7]=[CH:6][C:5]([C:8]2[N:12]([CH3:13])[N:11]=[CH:10][C:9]=2[C:14]2[S:15][CH:16]=[C:17]([CH2:19][C:20]([O:22]CC)=[O:21])[N:18]=2)=[CH:4][CH:3]=1.[OH-].[Na+]. Product: [F:1][C:2]1[CH:7]=[CH:6][C:5]([C:8]2[N:12]([CH3:13])[N:11]=[CH:10][C:9]=2[C:14]2[S:15][CH:16]=[C:17]([CH2:19][C:20]([OH:22])=[O:21])[N:18]=2)=[CH:4][CH:3]=1. The catalyst class is: 8. (6) Reactant: [CH3:1][O:2][C:3]1[CH:4]=[C:5]([CH2:12][C:13]([OH:15])=[O:14])[CH:6]=[CH:7][C:8]=1[N+:9]([O-:11])=[O:10].[CH3:16]O. Product: [CH3:1][O:2][C:3]1[CH:4]=[C:5]([CH2:12][C:13]([O:15][CH3:16])=[O:14])[CH:6]=[CH:7][C:8]=1[N+:9]([O-:11])=[O:10]. The catalyst class is: 82. (7) Reactant: [C:1]([O:5][C:6]([N:8]1[CH2:13][CH:12]=[C:11]([C:14]2[NH:23][C:17]3[N:18]=[CH:19][N:20]=[C:21](Cl)[C:16]=3[CH:15]=2)[CH2:10][CH2:9]1)=[O:7])([CH3:4])([CH3:3])[CH3:2].[NH2:24][C:25]1[CH:26]=[CH:27][C:28](=[O:37])[N:29]([C:31]2[CH:36]=[CH:35][CH:34]=[CH:33][CH:32]=2)[CH:30]=1. Product: [C:1]([O:5][C:6]([N:8]1[CH2:13][CH:12]=[C:11]([C:14]2[NH:23][C:17]3[N:18]=[CH:19][N:20]=[C:21]([NH:24][C:25]4[CH:26]=[CH:27][C:28](=[O:37])[N:29]([C:31]5[CH:36]=[CH:35][CH:34]=[CH:33][CH:32]=5)[CH:30]=4)[C:16]=3[CH:15]=2)[CH2:10][CH2:9]1)=[O:7])([CH3:4])([CH3:3])[CH3:2]. The catalyst class is: 51.